From a dataset of Reaction yield outcomes from USPTO patents with 853,638 reactions. Predict the reaction yield, written as a fraction of the theoretical maximum amount of product (1.0 means a 100% yield; for example, 0.34 means a 34% yield). (1) The reactants are [CH2:1]([O:8][C:9](=[O:22])[NH:10][C:11]1[CH:16]=[CH:15][CH:14]=[C:13]([C:17]2O[CH:19]=[N:20][N:21]=2)[CH:12]=1)[C:2]1[CH:7]=[CH:6][CH:5]=[CH:4][CH:3]=1.[CH:23]1([NH2:26])[CH2:25][CH2:24]1.FC(F)(F)C(O)=O. The catalyst is C(O)CCC. The product is [CH2:1]([O:8][C:9](=[O:22])[NH:10][C:11]1[CH:16]=[CH:15][CH:14]=[C:13]([C:17]2[N:26]([CH:23]3[CH2:25][CH2:24]3)[CH:19]=[N:20][N:21]=2)[CH:12]=1)[C:2]1[CH:7]=[CH:6][CH:5]=[CH:4][CH:3]=1. The yield is 0.310. (2) The reactants are [C:1]([O:7][C:8]([CH3:11])([CH3:10])[CH3:9])(=[O:6])[CH2:2][C:3]([CH3:5])=O.[Br:12][C:13]1[CH:14]=[C:15]([CH:18]=[CH:19][CH:20]=1)[CH:16]=O.[NH4+:21].[OH-:22]. The catalyst is CCO.C(Cl)Cl. The product is [Br:12][C:13]1[CH:14]=[C:15]([CH:16]2[C:2]([C:1]([O:7][C:8]([CH3:11])([CH3:10])[CH3:9])=[O:6])=[C:3]([CH3:5])[NH:21][C:3]([CH3:5])=[C:2]2[C:1]([O:7][C:8]([CH3:11])([CH3:10])[CH3:9])=[O:22])[CH:18]=[CH:19][CH:20]=1. The yield is 0.480. (3) The reactants are [H-].[Na+].[Br:3][C:4]1[CH:5]=[C:6]2[C:10](=[CH:11][CH:12]=1)N[N:8]=[CH:7]2.[CH3:13][Si:14]([CH3:21])([CH3:20])[CH2:15][CH2:16][O:17][CH2:18]Cl.C[N:23](C=O)C. The catalyst is [Cl-].[Na+].O. The product is [Br:3][C:4]1[CH:5]=[C:6]2[CH:10]=[CH:11][N:8]([CH2:18][O:17][CH2:16][CH2:15][Si:14]([CH3:21])([CH3:20])[CH3:13])[C:7]2=[N:23][CH:12]=1. The yield is 0.900. (4) The reactants are [OH:1][C:2]1[CH:10]=[CH:9][C:8]([C:11]2[N:12]([C:27]([O:29][C:30]([CH3:33])([CH3:32])[CH3:31])=[O:28])[C:13]3[C:18]([CH:19]=2)=[CH:17][C:16]([CH2:20][N:21]2[CH2:26][CH2:25][CH2:24][CH2:23][CH2:22]2)=[CH:15][CH:14]=3)=[C:7]2[C:3]=1[CH2:4][NH:5][C:6]2=[O:34].C(N(CC)CC)C.[Cl:42][C:43]1[CH:44]=[C:45]([S:49](Cl)(=[O:51])=[O:50])[CH:46]=[CH:47][CH:48]=1. The catalyst is C(#N)C. The product is [Cl:42][C:43]1[CH:44]=[C:45]([S:49]([O:1][C:2]2[CH:10]=[CH:9][C:8]([C:11]3[N:12]([C:27]([O:29][C:30]([CH3:31])([CH3:33])[CH3:32])=[O:28])[C:13]4[C:18]([CH:19]=3)=[CH:17][C:16]([CH2:20][N:21]3[CH2:26][CH2:25][CH2:24][CH2:23][CH2:22]3)=[CH:15][CH:14]=4)=[C:7]3[C:3]=2[CH2:4][NH:5][C:6]3=[O:34])(=[O:51])=[O:50])[CH:46]=[CH:47][CH:48]=1. The yield is 0.400. (5) The reactants are CN(C)CCN.[CH:7]1([CH2:10][O:11][N:12]2C(=O)C3=CC=CC=C3C2=O)[CH2:9][CH2:8]1.C(O)(=O)C.[Cl:27][C:28]1[CH:33]=[CH:32][C:31]([NH:34][S:35]([C:38]([F:41])([F:40])[F:39])(=[O:37])=[O:36])=[C:30]([C:42](=O)[CH2:43][CH3:44])[CH:29]=1. The catalyst is CCO. The product is [Cl:27][C:28]1[CH:33]=[CH:32][C:31]([NH:34][S:35]([C:38]([F:41])([F:40])[F:39])(=[O:37])=[O:36])=[C:30]([C:42](=[N:12][O:11][CH2:10][CH:7]2[CH2:9][CH2:8]2)[CH2:43][CH3:44])[CH:29]=1. The yield is 0.530. (6) The reactants are Cl[C:2]1[N:7]=[C:6]([O:8][C:9]2[CH:14]=[CH:13][N:12]=[C:11](Cl)[N:10]=2)[CH:5]=[CH:4][N:3]=1.[CH:16]([Sn](CCCC)(CCCC)CCCC)=[CH2:17].[C:31]1(C)C=CC=C[CH:32]=1. The catalyst is CCOC(C)=O.C1C=CC([P]([Pd]([P](C2C=CC=CC=2)(C2C=CC=CC=2)C2C=CC=CC=2)([P](C2C=CC=CC=2)(C2C=CC=CC=2)C2C=CC=CC=2)[P](C2C=CC=CC=2)(C2C=CC=CC=2)C2C=CC=CC=2)(C2C=CC=CC=2)C2C=CC=CC=2)=CC=1. The product is [CH:16]([C:2]1[N:7]=[C:6]([O:8][C:9]2[CH:14]=[CH:13][N:12]=[C:11]([CH:31]=[CH2:32])[N:10]=2)[CH:5]=[CH:4][N:3]=1)=[CH2:17]. The yield is 0.610. (7) The reactants are [CH3:1][C:2]1[N:7]=[C:6]([S:8][CH3:9])[CH:5]=[C:4]([Sn](CCCC)(CCCC)CCCC)[N:3]=1.[Cl:23][C:24]1[C:33](Cl)=[N:32][C:31]2[C:26](=[CH:27][CH:28]=[CH:29][CH:30]=2)[N:25]=1. The catalyst is C1(C)C=CC=CC=1.C1C=CC([P]([Pd]([P](C2C=CC=CC=2)(C2C=CC=CC=2)C2C=CC=CC=2)([P](C2C=CC=CC=2)(C2C=CC=CC=2)C2C=CC=CC=2)[P](C2C=CC=CC=2)(C2C=CC=CC=2)C2C=CC=CC=2)(C2C=CC=CC=2)C2C=CC=CC=2)=CC=1. The product is [Cl:23][C:24]1[C:33]([C:4]2[CH:5]=[C:6]([S:8][CH3:9])[N:7]=[C:2]([CH3:1])[N:3]=2)=[N:32][C:31]2[C:26](=[CH:27][CH:28]=[CH:29][CH:30]=2)[N:25]=1. The yield is 0.709.